This data is from Full USPTO retrosynthesis dataset with 1.9M reactions from patents (1976-2016). The task is: Predict the reactants needed to synthesize the given product. Given the product [CH3:40][C:38]1[N:39]=[C:35]([NH:34][C:33](=[O:41])[C:30]2[CH:31]=[CH:32][C:27]([O:26][C:25]3[CH:24]=[CH:23][N:22]=[C:21]4[NH:17][N:18]=[C:19]([NH:42][C@@H:43]5[CH2:48][CH2:47][CH2:46][NH:45][CH2:44]5)[C:20]=34)=[CH:28][CH:29]=2)[S:36][CH:37]=1, predict the reactants needed to synthesize it. The reactants are: FC(F)(F)C([O-])=O.COC1C=CC(C[N:17]2[C:21]3=[N:22][CH:23]=[CH:24][C:25]([O:26][C:27]4[CH:32]=[CH:31][C:30]([C:33](=[O:41])[NH:34][C:35]5[S:36][CH:37]=[C:38]([CH3:40])[N:39]=5)=[CH:29][CH:28]=4)=[C:20]3[C:19]([NH:42][C@@H:43]3[CH2:48][CH2:47][CH2:46][NH2+:45][CH2:44]3)=[N:18]2)=CC=1.